This data is from Reaction yield outcomes from USPTO patents with 853,638 reactions. The task is: Predict the reaction yield, written as a fraction of the theoretical maximum amount of product (1.0 means a 100% yield; for example, 0.34 means a 34% yield). (1) The reactants are [CH3:1][C:2]1[CH:3]=[C:4]([CH:6]=[C:7](B2OC(C)(C)C(C)(C)O2)[CH:8]=1)[NH2:5].Br[C:19]1[S:23][C:22]([C:24]2([OH:34])[CH2:33][CH2:32][C:27]3([O:31][CH2:30][CH2:29][O:28]3)[CH2:26][CH2:25]2)=[N:21][CH:20]=1.CC(C1C=C(C(C)C)C(C2C=CC=CC=2P(C2CCCCC2)C2CCCCC2)=C(C(C)C)C=1)C.C(=O)([O-])[O-].[Cs+].[Cs+]. The catalyst is C1C=CC(/C=C/C(/C=C/C2C=CC=CC=2)=O)=CC=1.C1C=CC(/C=C/C(/C=C/C2C=CC=CC=2)=O)=CC=1.C1C=CC(/C=C/C(/C=C/C2C=CC=CC=2)=O)=CC=1.[Pd].[Pd]. The product is [NH2:5][C:4]1[CH:6]=[C:7]([C:19]2[S:23][C:22]([C:24]3([OH:34])[CH2:33][CH2:32][C:27]4([O:31][CH2:30][CH2:29][O:28]4)[CH2:26][CH2:25]3)=[N:21][CH:20]=2)[CH:8]=[C:2]([CH3:1])[CH:3]=1. The yield is 0.650. (2) The reactants are C[O:2][C:3]1[C:4]([C:9]2[C:14]([F:15])=[CH:13][CH:12]=[CH:11][C:10]=2[F:16])=[CH:5][CH:6]=[CH:7][CH:8]=1.B(Br)(Br)Br. The catalyst is ClCCl. The product is [F:15][C:14]1[CH:13]=[CH:12][CH:11]=[C:10]([F:16])[C:9]=1[C:4]1[C:3]([OH:2])=[CH:8][CH:7]=[CH:6][CH:5]=1. The yield is 0.940. (3) The reactants are [O:1]1[C:5]2([CH2:10][CH2:9][CH2:8][CH2:7][CH2:6]2)[O:4][CH2:3][C@@H:2]1[C:11]1[N:15]=[C:14]([NH:16][C:17]2[N:22]=[CH:21][C:20]([S:23][CH2:24][CH2:25]C(OC)=O)=[CH:19][C:18]=2[O:30][C:31]2[C:32]([CH3:37])=[N:33][CH:34]=[CH:35][CH:36]=2)[S:13][N:12]=1.C[C:39]([O-:42])(C)C.[K+].BrCCOC. The yield is 1.00. The catalyst is C1COCC1. The product is [CH3:39][O:42][CH2:25][CH2:24][S:23][C:20]1[CH:19]=[C:18]([O:30][C:31]2[C:32]([CH3:37])=[N:33][CH:34]=[CH:35][CH:36]=2)[C:17]([NH:16][C:14]2[S:13][N:12]=[C:11]([C@H:2]3[CH2:3][O:4][C:5]4([CH2:6][CH2:7][CH2:8][CH2:9][CH2:10]4)[O:1]3)[N:15]=2)=[N:22][CH:21]=1. (4) The reactants are [Cl:1][C:2]1[C:10]2[N:9]=[C:8]3[N:11]([C:15]4[CH:20]=[CH:19][C:18]([Cl:21])=[CH:17][C:16]=4[Cl:22])[CH2:12][CH2:13][CH2:14][N:7]3[C:6]=2[C:5]([CH:23]([N:26](CC)[C:27](=O)[C:28](F)(F)F)[CH2:24][CH3:25])=[CH:4][CH:3]=1.[BH4-].[Na+].O. The catalyst is C(O)C. The product is [Cl:1][C:2]1[C:10]2[N:9]=[C:8]3[N:11]([C:15]4[CH:20]=[CH:19][C:18]([Cl:21])=[CH:17][C:16]=4[Cl:22])[CH2:12][CH2:13][CH2:14][N:7]3[C:6]=2[C:5]([CH:23]([NH:26][CH2:27][CH3:28])[CH2:24][CH3:25])=[CH:4][CH:3]=1. The yield is 0.330. (5) The reactants are C(O[C:4]([C:6]1[N:7]=[N:8][C:9]([Cl:13])=[CH:10][C:11]=1[Cl:12])=[O:5])C.[CH3:14][O:15][C:16]1[CH:21]=[CH:20][CH:19]=[CH:18][C:17]=1[Mg]Br. The catalyst is C1COCC1. The product is [Cl:12][C:11]1[CH:10]=[C:9]([Cl:13])[N:8]=[N:7][C:6]=1[C:4]([C:17]1[CH:18]=[CH:19][CH:20]=[CH:21][C:16]=1[O:15][CH3:14])=[O:5]. The yield is 0.780. (6) The reactants are [Cl:1][C:2]1[CH:7]=[CH:6][C:5]([N+:8]([O-:10])=[O:9])=[CH:4][C:3]=1[C:11](=[O:13])[CH3:12].[Br:14]Br. The product is [Br:14][CH2:12][C:11]([C:3]1[CH:4]=[C:5]([N+:8]([O-:10])=[O:9])[CH:6]=[CH:7][C:2]=1[Cl:1])=[O:13]. The yield is 0.710. The catalyst is CC(O)=O. (7) The reactants are [F:1][C:2]1[CH:3]=[CH:4][C:5]([NH:8][NH:9][C:10]([C@@H:12]2[CH2:16][C:15]([CH3:18])([CH3:17])[CH2:14][N:13]2[CH3:19])=O)=[N:6][CH:7]=1.C1C=CC(P(C2C=CC=CC=2)C2C=CC=CC=2)=CC=1.CCN(CC)CC.ClC(Cl)(Cl)C(Cl)(Cl)Cl.N. The catalyst is C1COCC1.CO.C(Cl)Cl. The product is [F:1][C:2]1[CH:3]=[CH:4][C:5]2[N:6]([C:10]([C@@H:12]3[CH2:16][C:15]([CH3:18])([CH3:17])[CH2:14][N:13]3[CH3:19])=[N:9][N:8]=2)[CH:7]=1. The yield is 0.840. (8) The reactants are [NH2:1][C:2]1[N:3]=[C:4]([Cl:23])[C:5]2[CH2:10][C:9](=[O:11])[N:8]([CH2:12][C:13]3[C:18]([CH3:19])=[C:17]([O:20][CH3:21])[C:16]([CH3:22])=[CH:15][N:14]=3)[C:6]=2[N:7]=1.[O:24]1[CH2:29][CH2:28][N:27]([CH2:30][C:31]([C:33]2[CH:34]=[C:35]([CH:38]=O)[NH:36][CH:37]=2)=[O:32])[CH2:26][CH2:25]1.N1CCCCC1. The catalyst is CCO. The product is [NH2:1][C:2]1[N:3]=[C:4]([Cl:23])[C:5]2=[C:6]([N:8]([CH2:12][C:13]3[C:18]([CH3:19])=[C:17]([O:20][CH3:21])[C:16]([CH3:22])=[CH:15][N:14]=3)[C:9](=[O:11])/[C:10]/2=[CH:38]\[C:35]2[NH:36][CH:37]=[C:33]([C:31](=[O:32])[CH2:30][N:27]3[CH2:28][CH2:29][O:24][CH2:25][CH2:26]3)[CH:34]=2)[N:7]=1. The yield is 0.690. (9) The reactants are [C:1]([C:4]1[CH:5]=[CH:6][C:7]([N:12]2[CH2:17][CH:16]([CH3:18])[O:15][CH:14]([CH3:19])[CH2:13]2)=[C:8]([CH:11]=1)[CH:9]=O)(=[O:3])[CH3:2].[NH:20]1[C:27](=[O:28])[CH2:26][C:24](=[O:25])[NH:23][C:21]1=[O:22]. The catalyst is C(O)(C)C. The product is [C:1]([C:4]1[CH:11]=[C:8]2[C:7](=[CH:6][CH:5]=1)[N:12]1[CH2:17][CH:16]([CH3:18])[O:15][CH:14]([CH3:19])[CH:13]1[C:26]1([C:24](=[O:25])[NH:23][C:21](=[O:22])[NH:20][C:27]1=[O:28])[CH2:9]2)(=[O:3])[CH3:2]. The yield is 1.00.